This data is from Full USPTO retrosynthesis dataset with 1.9M reactions from patents (1976-2016). The task is: Predict the reactants needed to synthesize the given product. Given the product [Cl:17][C:16]1[C:11]([N:1]2[CH2:2][CH:3]=[C:4]([C:7]([OH:9])=[O:8])[CH2:5][CH2:6]2)=[N:12][CH:13]=[CH:14][CH:15]=1, predict the reactants needed to synthesize it. The reactants are: [NH:1]1[CH2:6][CH:5]=[C:4]([C:7]([OH:9])=[O:8])[CH2:3][CH2:2]1.Br[C:11]1[C:16]([Cl:17])=[CH:15][CH:14]=[CH:13][N:12]=1.C([O-])([O-])=O.[K+].[K+].C(O)(C(F)(F)F)=O.